This data is from Forward reaction prediction with 1.9M reactions from USPTO patents (1976-2016). The task is: Predict the product of the given reaction. (1) Given the reactants [CH3:1][C:2]([Si:5]([CH3:17])([CH3:16])[O:6][CH2:7][C:8]1[C:13]([OH:14])=[CH:12][CH:11]=[C:10]([CH3:15])[N:9]=1)([CH3:4])[CH3:3].CCN(C(C)C)C(C)C.[S:27](O[S:27]([C:30]([F:33])([F:32])[F:31])(=[O:29])=[O:28])([C:30]([F:33])([F:32])[F:31])(=[O:29])=[O:28], predict the reaction product. The product is: [F:31][C:30]([F:33])([F:32])[S:27]([O:14][C:13]1[C:8]([CH2:7][O:6][Si:5]([C:2]([CH3:1])([CH3:3])[CH3:4])([CH3:16])[CH3:17])=[N:9][C:10]([CH3:15])=[CH:11][CH:12]=1)(=[O:29])=[O:28]. (2) Given the reactants [CH3:1][N:2]([CH3:5])[CH:3]=O.N1C2[C:9](=[CH:10][C:11]([C:15]([O:17][CH2:18][CH2:19][CH2:20][CH2:21][C:22]([CH3:26])=[C:23]([F:25])[F:24])=[O:16])=[CH:12][CH:13]=2)[CH:8]=C1.CI.[H-].[Na+], predict the reaction product. The product is: [CH3:1][N:2]1[C:5]2[C:9](=[CH:10][C:11]([C:15]([O:17][CH2:18][CH2:19][CH2:20][CH2:21][C:22]([CH3:26])=[C:23]([F:24])[F:25])=[O:16])=[CH:12][CH:13]=2)[CH:8]=[CH:3]1.